From a dataset of Forward reaction prediction with 1.9M reactions from USPTO patents (1976-2016). Predict the product of the given reaction. (1) Given the reactants [NH:1]([C:3]1[CH:8]=[CH:7][CH:6]=[CH:5][N:4]=1)[NH2:2].[OH2:9], predict the reaction product. The product is: [CH3:5][C:6]1[CH2:7][C:8](=[O:9])[N:1]([C:3]2[CH:8]=[CH:7][CH:6]=[CH:5][N:4]=2)[N:2]=1. (2) Given the reactants [H-].[Na+].[CH3:3][O:4][CH2:5][CH2:6][OH:7].Cl[C:9]1[C:22]2[C:13](=[C:14]3[C:19](=[CH:20][CH:21]=2)[CH:18]=[CH:17][CH:16]=[N:15]3)[N:12]=[C:11]([CH3:23])[CH:10]=1, predict the reaction product. The product is: [CH3:3][O:4][CH2:5][CH2:6][O:7][C:9]1[C:22]2[C:13](=[C:14]3[C:19](=[CH:20][CH:21]=2)[CH:18]=[CH:17][CH:16]=[N:15]3)[N:12]=[C:11]([CH3:23])[CH:10]=1. (3) Given the reactants [Cl:1][C:2]1[CH:8]=[CH:7][C:5]([NH2:6])=[C:4]([C:9](=[O:14])[C:10]([F:13])([F:12])[F:11])[CH:3]=1.BrCCCC[C:20]1[CH:30]=[CH:29][CH:28]=[C:22]2[C:23]([NH:25][C:26](=[O:27])[C:21]=12)=[O:24].O, predict the reaction product. The product is: [C:23]1(=[O:24])[N:25]([CH2:8][CH2:2][CH2:3][CH2:4][NH:6][C:5]2[CH:7]=[CH:8][C:2]([Cl:1])=[CH:3][C:4]=2[C:9](=[O:14])[C:10]([F:12])([F:13])[F:11])[C:26](=[O:27])[C:21]2=[CH:20][CH:30]=[CH:29][CH:28]=[C:22]12. (4) Given the reactants [F:1][C:2]1[CH:7]=[CH:6][CH:5]=[CH:4][C:3]=1[SH:8].C(N(CC)CC)C.[C:16]([OH:20])(=[O:19])[CH:17]=[CH2:18].Cl, predict the reaction product. The product is: [F:1][C:2]1[CH:7]=[CH:6][CH:5]=[CH:4][C:3]=1[S:8][CH2:18][CH2:17][C:16]([OH:20])=[O:19]. (5) Given the reactants CS[C:3]1[NH:7][N:6]=[N:5][N:4]=1.[S:8]([O-:13])(O[O-])(=O)=[O:9].[K+].[K+].[CH2:16]1COCC1, predict the reaction product. The product is: [CH3:16][S:8]([C:3]1[NH:7][N:6]=[N:5][N:4]=1)(=[O:13])=[O:9]. (6) Given the reactants [Cl-].[Al+3].[Cl-].[Cl-].[H-].[H-].[H-].[H-].[Li+].[Al+3].[OH:11][C:12]1[CH:28]=[CH:27][C:15]([C:16]2[O:17][C:18]3[C:23]([C:24](=O)[CH:25]=2)=[CH:22][CH:21]=[CH:20][CH:19]=3)=[CH:14][CH:13]=1, predict the reaction product. The product is: [O:17]1[C:18]2[C:23](=[CH:22][CH:21]=[CH:20][CH:19]=2)[CH2:24][CH:25]=[C:16]1[C:15]1[CH:14]=[CH:13][C:12]([OH:11])=[CH:28][CH:27]=1. (7) Given the reactants [CH3:1][O:2][N:3]=[C:4]([C:7]1[CH:12]=[CH:11][CH:10]=[CH:9][C:8]=1[OH:13])[CH2:5]Br.C(=O)([O-])[O-].[Na+].[Na+], predict the reaction product. The product is: [CH3:1][O:2][N:3]=[C:4]1[C:7]2[CH:12]=[CH:11][CH:10]=[CH:9][C:8]=2[O:13][CH2:5]1. (8) Given the reactants Br[C:2]1[C:6]2[O:7][C:8]([N:12]3[CH2:17][CH2:16][O:15][CH2:14][CH2:13]3)=[CH:9][C:10](=[O:11])[C:5]=2[S:4][CH:3]=1.[N:18]1[CH:23]=[CH:22][CH:21]=[C:20](B(O)O)[CH:19]=1.C(=O)([O-])[O-].[Cs+].[Cs+], predict the reaction product. The product is: [O:15]1[CH2:16][CH2:17][N:12]([C:8]2[O:7][C:6]3[C:2]([C:20]4[CH:19]=[N:18][CH:23]=[CH:22][CH:21]=4)=[CH:3][S:4][C:5]=3[C:10](=[O:11])[CH:9]=2)[CH2:13][CH2:14]1. (9) Given the reactants Cl[C:2]1[CH:7]=[C:6](NC2N=CN=C(NC(C3CC3)=O)C=2)[C:5](=[O:21])[N:4]2[C:22]([C:27]3[CH:32]=[CH:31][CH:30]=[C:29](F)C=3)(C)[NH:23][C:24](=[O:25])[C:3]=12.[C:34](=O)([O-])[O-].[Cs+].[Cs+].[CH3:40][O:41][C:42]1[CH:47]=[CH:46][C:45]([CH2:48][SH:49])=[CH:44][CH:43]=1, predict the reaction product. The product is: [CH3:40][O:41][C:42]1[CH:47]=[CH:46][C:45]([CH2:48][S:49][C:6]2[C:5](=[O:21])[N:4]3[C:22]4([CH2:27][CH2:32][CH2:31][CH2:30][CH2:29]4)[NH:23][C:24](=[O:25])[C:3]3=[C:2]([CH3:34])[CH:7]=2)=[CH:44][CH:43]=1.